This data is from Catalyst prediction with 721,799 reactions and 888 catalyst types from USPTO. The task is: Predict which catalyst facilitates the given reaction. (1) Reactant: [O:1]=[C:2]1[C:14]2[C:13]3[C:12]([C:15]([O:17][CH3:18])=[O:16])=[CH:11][CH:10]=[CH:9][C:8]=3[NH:7][C:6]=2[CH2:5][NH:4][CH2:3]1.[CH:19]1([C:22](Cl)=[O:23])[CH2:21][CH2:20]1.CCN(C(C)C)C(C)C. Product: [CH:19]1([C:22]([N:4]2[CH2:3][C:2](=[O:1])[C:14]3[C:13]4[C:12]([C:15]([O:17][CH3:18])=[O:16])=[CH:11][CH:10]=[CH:9][C:8]=4[NH:7][C:6]=3[CH2:5]2)=[O:23])[CH2:21][CH2:20]1. The catalyst class is: 2. (2) Reactant: [Na].[CH2:2]([S:9][C:10]1[N:15]=[C:14]([NH2:16])[C:13]([NH2:17])=[C:12]([NH2:18])[N:11]=1)[C:3]1[CH:8]=[CH:7][CH:6]=[CH:5][CH:4]=1.O=[C:20]([C:25](OC)=[O:26])[C:21]([O:23][CH3:24])=[O:22].Cl. Product: [NH2:16][C:14]1[C:13]2[N:17]=[C:20]([C:21]([O:23][CH3:24])=[O:22])[C:25](=[O:26])[NH:18][C:12]=2[N:11]=[C:10]([S:9][CH2:2][C:3]2[CH:8]=[CH:7][CH:6]=[CH:5][CH:4]=2)[N:15]=1. The catalyst class is: 24. (3) Reactant: [H-].[Na+].[CH:3]1([S:6]([NH2:9])(=[O:8])=[O:7])[CH2:5][CH2:4]1.[CH3:10][C:11]1([CH3:36])[CH2:20][C:19]2[C:14](=[CH:15][CH:16]=[C:17]([C:21](O)=[O:22])[CH:18]=2)[NH:13][CH:12]1[C:24]1[CH:29]=[CH:28][CH:27]=[C:26]([N:30]2[CH2:34][CH2:33][O:32][C:31]2=[O:35])[CH:25]=1.C(N1C=CN=C1)(N1C=CN=C1)=O. Product: [CH3:10][C:11]1([CH3:36])[CH2:20][C:19]2[C:14](=[CH:15][CH:16]=[C:17]([C:21]([NH:9][S:6]([CH:3]3[CH2:5][CH2:4]3)(=[O:8])=[O:7])=[O:22])[CH:18]=2)[NH:13][CH:12]1[C:24]1[CH:29]=[CH:28][CH:27]=[C:26]([N:30]2[CH2:34][CH2:33][O:32][C:31]2=[O:35])[CH:25]=1. The catalyst class is: 9.